From a dataset of Full USPTO retrosynthesis dataset with 1.9M reactions from patents (1976-2016). Predict the reactants needed to synthesize the given product. (1) Given the product [I:1][C:2]1[CH:3]=[C:4]2[C:9](=[CH:10][CH:11]=1)[C:8](=[O:12])[NH:7][C:6](=[O:13])/[C:5]/2=[CH:14]\[NH:15][C:16]1[CH:21]=[N:20][C:19]([N:22]2[CH2:23][CH2:24][NH:25][CH2:26][CH2:27]2)=[CH:18][CH:17]=1, predict the reactants needed to synthesize it. The reactants are: [I:1][C:2]1[CH:3]=[C:4]2[C:9](=[CH:10][CH:11]=1)[C:8](=[O:12])[NH:7][C:6](=[O:13])/[C:5]/2=[CH:14]\[NH:15][C:16]1[CH:17]=[CH:18][C:19]([N:22]2[CH2:27][CH2:26][N:25](C(OC(C)(C)C)=O)[CH2:24][CH2:23]2)=[N:20][CH:21]=1.P(=O)(O)(O)O.C(=O)([O-])[O-].[K+].[K+]. (2) The reactants are: [Br:1][C:2]1[S:6][C:5]2=[C:7](C(O)=O)[N:8]=[CH:9][N:4]2[CH:3]=1.Br.[OH-].[Na+].C(=O)([O-])[O-].[Na+].[Na+]. Given the product [Br:1][C:2]1[S:6][C:5]2=[CH:7][N:8]=[CH:9][N:4]2[CH:3]=1, predict the reactants needed to synthesize it. (3) Given the product [CH3:39][NH:40][C:17]([CH2:16][C@@H:15]([NH:14][C:12]([C:8]1[C:7](=[O:34])[N:6]([CH2:5][C:4]2[CH:35]=[CH:36][C:37]([F:38])=[C:2]([F:1])[CH:3]=2)[CH:11]=[CH:10][CH:9]=1)=[O:13])[C:20]1[S:21][C:22]([C:25]2[C:33]3[C:28](=[N:29][CH:30]=[CH:31][CH:32]=3)[NH:27][CH:26]=2)=[CH:23][CH:24]=1)=[O:18], predict the reactants needed to synthesize it. The reactants are: [F:1][C:2]1[CH:3]=[C:4]([CH:35]=[CH:36][C:37]=1[F:38])[CH2:5][N:6]1[CH:11]=[CH:10][CH:9]=[C:8]([C:12]([NH:14][C@@H:15]([C:20]2[S:21][C:22]([C:25]3[C:33]4[C:28](=[N:29][CH:30]=[CH:31][CH:32]=4)[NH:27][CH:26]=3)=[CH:23][CH:24]=2)[CH2:16][C:17](O)=[O:18])=[O:13])[C:7]1=[O:34].[CH3:39][N:40](C)C=O.CN.F[P-](F)(F)(F)(F)F.C[N+](C)=C(N(C)C)ON1C2N=CC=CC=2N=N1. (4) Given the product [F:38][C:39]([F:44])([F:43])[C:40]([N:8]1[CH2:5][CH:11]([C:12]2[CH:13]=[CH:14][CH:15]=[C:16]([F:18])[CH:17]=2)[CH2:9]1)=[O:41], predict the reactants needed to synthesize it. The reactants are: C(N1CC[C@@H:5]([NH:8][C:9]([CH2:11][C:12]2[CH:17]=[C:16]([F:18])[CH:15]=[CH:14][C:13]=2S(NC2C(C(OC)=O)=C3C(C4CC4CO3)=CC=2)(=O)=O)=O)C1)C.[F:38][C:39]([F:44])([F:43])[C:40](O)=[O:41]. (5) Given the product [C:23]([C:27]1[CH:32]=[CH:31][C:30]([NH:33][C:34]([NH:19][C:18]2[CH:20]=[CH:21][CH:22]=[C:16]([O:15][C:6]3[C:5]4[C:10](=[CH:11][C:12]([O:13][CH3:14])=[C:3]([O:2][CH3:1])[CH:4]=4)[N:9]=[CH:8][N:7]=3)[CH:17]=2)=[O:35])=[CH:29][CH:28]=1)([CH3:26])([CH3:24])[CH3:25], predict the reactants needed to synthesize it. The reactants are: [CH3:1][O:2][C:3]1[CH:4]=[C:5]2[C:10](=[CH:11][C:12]=1[O:13][CH3:14])[N:9]=[CH:8][N:7]=[C:6]2[O:15][C:16]1[CH:17]=[C:18]([CH:20]=[CH:21][CH:22]=1)[NH2:19].[C:23]([C:27]1[CH:32]=[CH:31][C:30]([N:33]=[C:34]=[O:35])=[CH:29][CH:28]=1)([CH3:26])([CH3:25])[CH3:24]. (6) Given the product [NH2:8][C:9]1[C:18]([F:19])=[C:17]([F:20])[CH:16]=[C:15]2[C:10]=1[C:11](=[O:34])[C:12]([C:29]([O:31][CH2:32][CH3:33])=[O:30])=[CH:13][N:14]2[CH2:21][CH2:22][C:23]1[CH:28]=[CH:27][CH:26]=[CH:25][CH:24]=1, predict the reactants needed to synthesize it. The reactants are: C([NH:8][C:9]1[C:18]([F:19])=[C:17]([F:20])[CH:16]=[C:15]2[C:10]=1[C:11](=[O:34])[C:12]([C:29]([O:31][CH2:32][CH3:33])=[O:30])=[CH:13][N:14]2[CH2:21][CH2:22][C:23]1[CH:28]=[CH:27][CH:26]=[CH:25][CH:24]=1)C1C=CC=CC=1. (7) Given the product [CH2:1]([N:8]([CH2:15]/[CH:16]=[CH:17]/[C:18]1[CH:23]=[CH:22][CH:21]=[CH:20][CH:19]=1)[CH2:9][CH2:10][C:11]#[N:12])[C:2]1[CH:7]=[CH:6][CH:5]=[CH:4][CH:3]=1, predict the reactants needed to synthesize it. The reactants are: [CH2:1]([NH:8][CH2:9][CH2:10][C:11]#[N:12])[C:2]1[CH:7]=[CH:6][CH:5]=[CH:4][CH:3]=1.[OH-].[Na+].[CH2:15](Br)[CH:16]=[CH:17][C:18]1[CH:23]=[CH:22][CH:21]=[CH:20][CH:19]=1.O. (8) Given the product [NH2:22][C:4]1[N:3]=[C:2]([F:1])[N:10]=[C:9]2[C:5]=1[N:6]=[C:7]([CH2:11][C:12]1[C:20]([I:21])=[CH:19][C:15]3[O:16][CH2:17][O:18][C:14]=3[CH:13]=1)[N:8]2[CH2:32][CH2:31][CH2:30][OH:29], predict the reactants needed to synthesize it. The reactants are: [F:1][C:2]1[N:10]=[C:9]2[C:5]([N:6]=[C:7]([CH2:11][C:12]3[C:20]([I:21])=[CH:19][C:15]4[O:16][CH2:17][O:18][C:14]=4[CH:13]=3)[NH:8]2)=[C:4]([NH2:22])[N:3]=1.C([O-])([O-])=O.[Cs+].[Cs+].[OH:29][CH2:30][CH2:31][CH2:32]OS(C1C=CC(C)=CC=1)(=O)=O. (9) Given the product [C:1]1([CH:7]([C:29]2[CH:34]=[CH:33][CH:32]=[CH:31][CH:30]=2)[CH2:8][CH2:9][NH:10][C:11]([C:13]2[CH:14]([C:22]3[CH:27]=[CH:26][CH:25]=[C:24]([Cl:28])[CH:23]=3)[N:15]=[C:16]([NH2:39])[NH:17][C:18]=2[CH3:19])=[O:12])[CH:6]=[CH:5][CH:4]=[CH:3][CH:2]=1, predict the reactants needed to synthesize it. The reactants are: [C:1]1([CH:7]([C:29]2[CH:34]=[CH:33][CH:32]=[CH:31][CH:30]=2)[CH2:8][CH2:9][NH:10][C:11]([C:13]2[CH:14]([C:22]3[CH:27]=[CH:26][CH:25]=[C:24]([Cl:28])[CH:23]=3)[N:15]=[C:16](OC)[NH:17][C:18]=2[CH3:19])=[O:12])[CH:6]=[CH:5][CH:4]=[CH:3][CH:2]=1.C(=O)([O-])[O-].[NH4+:39].[NH4+].C([O-])(=O)C.[NH4+]. (10) Given the product [Cl:25][C:20]1[CH:19]=[C:18]([CH3:26])[C:17]2[C:22](=[CH:23][CH:24]=[C:15]([N:10]3[CH2:11][CH2:12][N:8]([C:3]4[CH:4]=[N:5][CH:6]=[CH:7][C:2]=4[CH3:1])[C:9]3=[O:13])[CH:16]=2)[N:21]=1, predict the reactants needed to synthesize it. The reactants are: [CH3:1][C:2]1[CH:7]=[CH:6][N:5]=[CH:4][C:3]=1[N:8]1[CH2:12][CH2:11][NH:10][C:9]1=[O:13].Br[C:15]1[CH:16]=[C:17]2[C:22](=[CH:23][CH:24]=1)[N:21]=[C:20]([Cl:25])[CH:19]=[C:18]2[CH3:26].N[C@@H]1CCCC[C@H]1N.C(=O)([O-])[O-].[K+].[K+].